Dataset: Reaction yield outcomes from USPTO patents with 853,638 reactions. Task: Predict the reaction yield, written as a fraction of the theoretical maximum amount of product (1.0 means a 100% yield; for example, 0.34 means a 34% yield). The reactants are C(OC([N:8]1[C:13]2[CH:14]=[C:15]([Cl:20])[C:16]([O:18][CH3:19])=[CH:17][C:12]=2[O:11][CH:10]([C:21]([N:23]2[CH2:28][CH2:27][C:26]([C:39]#[N:40])([C:29]([F:38])([F:37])[C:30]3[CH:35]=[CH:34][C:33]([F:36])=[CH:32][CH:31]=3)[CH2:25][CH2:24]2)=[O:22])[CH2:9]1)=O)(C)(C)C.C(O)(C(F)(F)F)=O.C([O-])(O)=O.[Na+]. The catalyst is C(Cl)Cl.O. The product is [Cl:20][C:15]1[C:16]([O:18][CH3:19])=[CH:17][C:12]2[O:11][CH:10]([C:21]([N:23]3[CH2:28][CH2:27][C:26]([C:29]([F:38])([F:37])[C:30]4[CH:35]=[CH:34][C:33]([F:36])=[CH:32][CH:31]=4)([C:39]#[N:40])[CH2:25][CH2:24]3)=[O:22])[CH2:9][NH:8][C:13]=2[CH:14]=1. The yield is 0.453.